This data is from CYP2C19 inhibition data for predicting drug metabolism from PubChem BioAssay. The task is: Regression/Classification. Given a drug SMILES string, predict its absorption, distribution, metabolism, or excretion properties. Task type varies by dataset: regression for continuous measurements (e.g., permeability, clearance, half-life) or binary classification for categorical outcomes (e.g., BBB penetration, CYP inhibition). Dataset: cyp2c19_veith. (1) The compound is CCNc1ncc2nc(C)c(=O)n(Cc3cccc(OC)c3)c2n1. The result is 1 (inhibitor). (2) The compound is CCOC(=O)CCN1C(=O)[C@@H]2[C@@H](CC[C@@H]3C(=O)C=C[C@@H](O)[C@H]32)C1=O. The result is 0 (non-inhibitor). (3) The compound is Cc1cc(C)n(-c2nc3c(c(=O)[nH]c(=O)n3C)n2C(C)C)n1. The result is 0 (non-inhibitor). (4) The drug is Nc1c(O)cccc1C(=O)C[C@@H](N)C(=O)O. The result is 0 (non-inhibitor). (5) The result is 1 (inhibitor). The drug is Oc1ccc(C(=S)N2CCCCCC2)cc1. (6) The molecule is O=S(=O)(Nc1ccc2oc(-c3ccccc3)nc2c1)c1ccccc1. The result is 1 (inhibitor). (7) The compound is C1=C(CN2CCOCC2)COc2c1cccc2OC[C@@H]1CNCCO1. The result is 0 (non-inhibitor).